This data is from Forward reaction prediction with 1.9M reactions from USPTO patents (1976-2016). The task is: Predict the product of the given reaction. (1) Given the reactants [CH:1]([CH:4]1[CH2:9][CH2:8][CH:7]([CH3:10])[CH2:6][CH:5]1[N:11]1[CH2:15][CH:14]([C:16]([N:18]2[CH2:22]C[CH2:20][CH2:19]2)=[O:17])[CH2:13][C:12]1=[O:23])([CH3:3])[CH3:2].C(C1CCC(C)CC1N1C(=O)CC(C(O)=O)C1)(C)C, predict the reaction product. The product is: [N:18]1([C:16]([CH:14]2[CH2:15][N:11]([CH:5]3[CH2:6][CH:7]([CH3:10])[CH2:8][CH2:9][CH:4]3[CH:1]([CH3:2])[CH3:3])[C:12](=[O:23])[CH2:13]2)=[O:17])[CH2:19][CH2:20][CH2:22]1. (2) Given the reactants [Br:1][C:2]1[CH:3]=[N:4][C:5]2[N:6]([N:8]=[C:9]([C:11]([OH:13])=O)[CH:10]=2)[CH:7]=1.[CH3:14][N:15]1[C:24]2[C:19](=[CH:20][CH:21]=[C:22]([C:25]3[CH:30]=[CH:29][N:28]=[CH:27][CH:26]=3)[CH:23]=2)[CH2:18][CH2:17][NH:16]1, predict the reaction product. The product is: [Br:1][C:2]1[CH:3]=[N:4][C:5]2[N:6]([N:8]=[C:9]([C:11]([N:16]3[CH2:17][CH2:18][C:19]4[C:24](=[CH:23][C:22]([C:25]5[CH:30]=[CH:29][N:28]=[CH:27][CH:26]=5)=[CH:21][CH:20]=4)[N:15]3[CH3:14])=[O:13])[CH:10]=2)[CH:7]=1. (3) Given the reactants [F:1][C:2]1[CH:3]=[C:4]([C:9]2[C:10]([CH:19]([NH2:21])[CH3:20])=[N:11][C:12]3[C:17]([N:18]=2)=[CH:16][CH:15]=[CH:14][CH:13]=3)[CH:5]=[C:6]([F:8])[CH:7]=1.Cl[C:23]1[N:31]=[CH:30][N:29]=[C:28]2[C:24]=1[N:25]=[CH:26][N:27]2[CH:32]1[CH2:37][CH2:36][CH2:35][CH2:34][O:33]1.CCN(C(C)C)C(C)C, predict the reaction product. The product is: [F:1][C:2]1[CH:3]=[C:4]([C:9]2[C:10]([CH:19]([NH:21][C:23]3[N:31]=[CH:30][N:29]=[C:28]4[C:24]=3[N:25]=[CH:26][N:27]4[CH:32]3[CH2:37][CH2:36][CH2:35][CH2:34][O:33]3)[CH3:20])=[N:11][C:12]3[C:17]([N:18]=2)=[CH:16][CH:15]=[CH:14][CH:13]=3)[CH:5]=[C:6]([F:8])[CH:7]=1.